From a dataset of Catalyst prediction with 721,799 reactions and 888 catalyst types from USPTO. Predict which catalyst facilitates the given reaction. (1) Reactant: [S-:1][C:2]#[N:3].[K+].[F:5][C:6]1[CH:14]=[CH:13][C:12]([C:15]([F:18])([F:17])[F:16])=[CH:11][C:7]=1[C:8]([Cl:10])=[O:9].[CH2:19]([NH:23][C:24]1[CH:25]=[N:26][CH:27]=[CH:28][C:29]=1Cl)[CH2:20][CH2:21][CH3:22]. Product: [ClH:10].[CH2:19]([N:23]1[C:24]2[CH:25]=[N:26][CH:27]=[CH:28][C:29]=2[S:1]/[C:2]/1=[N:3]\[C:8](=[O:9])[C:7]1[CH:11]=[C:12]([C:15]([F:18])([F:17])[F:16])[CH:13]=[CH:14][C:6]=1[F:5])[CH2:20][CH2:21][CH3:22]. The catalyst class is: 7. (2) Product: [Cl:26][C:25]1[C:16]([CH2:14][OH:13])=[CH:17][C:18]2[C:23]([CH:24]=1)=[CH:22][CH:21]=[CH:20][C:19]=2[CH2:27][N:28]([CH3:29])[CH3:30]. The catalyst class is: 1. Reactant: [H-].C([Al+]CC(C)C)C(C)C.C([O:13][C:14]([C:16]1[C:25]([Cl:26])=[CH:24][C:23]2[C:18](=[C:19]([CH2:27][N:28]([CH3:30])[CH3:29])[CH:20]=[CH:21][CH:22]=2)[CH:17]=1)=O)C.O.